Predict the reactants needed to synthesize the given product. From a dataset of Full USPTO retrosynthesis dataset with 1.9M reactions from patents (1976-2016). (1) Given the product [Cl:10][C:4]1[C:3]([C:2]([F:12])([F:11])[F:1])=[CH:8][N:7]=[C:6]([NH:21][C:18]2[CH:19]=[CH:20][C:15]([N:14]([CH3:22])[CH3:13])=[CH:16][CH:17]=2)[N:5]=1, predict the reactants needed to synthesize it. The reactants are: [F:1][C:2]([F:12])([F:11])[C:3]1[C:4]([Cl:10])=[N:5][C:6](Cl)=[N:7][CH:8]=1.[CH3:13][N:14]([CH3:22])[C:15]1[CH:20]=[CH:19][C:18]([NH2:21])=[CH:17][CH:16]=1.C(N(CC)CC)C. (2) Given the product [F:26][C:17]1[CH:16]=[C:15]([C@H:11]([NH:10][C:8]([C:6]2[CH:5]=[C:4]([O:27][CH3:28])[N:3]=[C:2]([C:34]3[S:35][CH:36]=[CH:37][N:38]=3)[N:7]=2)=[O:9])[CH2:12][O:13][CH3:14])[CH:20]=[CH:19][C:18]=1[O:21][C:22]([F:25])([F:24])[F:23], predict the reactants needed to synthesize it. The reactants are: Cl[C:2]1[N:7]=[C:6]([C:8]([NH:10][C@@H:11]([C:15]2[CH:20]=[CH:19][C:18]([O:21][C:22]([F:25])([F:24])[F:23])=[C:17]([F:26])[CH:16]=2)[CH2:12][O:13][CH3:14])=[O:9])[CH:5]=[C:4]([O:27][CH3:28])[N:3]=1.C([Sn](CCCC)(CCCC)[C:34]1[S:35][CH:36]=[CH:37][N:38]=1)CCC. (3) Given the product [CH3:37][O:36][CH2:35][CH2:34][C:33]1[N:38]=[C:28]([CH:13]2[CH2:14][CH:15]([C:17]3[CH:18]=[CH:19][C:20]([O:23][C:24]([F:26])([F:25])[F:27])=[CH:21][CH:22]=3)[CH2:16][N:11]([C:9]([N:6]3[CH2:5][CH2:4][CH:3]([C:1]#[N:2])[CH2:8][CH2:7]3)=[O:10])[CH2:12]2)[O:30][N:32]=1, predict the reactants needed to synthesize it. The reactants are: [C:1]([CH:3]1[CH2:8][CH2:7][N:6]([C:9]([N:11]2[CH2:16][CH:15]([C:17]3[CH:22]=[CH:21][C:20]([O:23][C:24]([F:27])([F:26])[F:25])=[CH:19][CH:18]=3)[CH2:14][CH:13]([C:28]([OH:30])=O)[CH2:12]2)=[O:10])[CH2:5][CH2:4]1)#[N:2].O[N:32]=[C:33]([NH2:38])[CH2:34][CH2:35][O:36][CH3:37]. (4) Given the product [CH:31]1([C@H:26]([NH:25][C:23]([C:14]2[C:13]([NH:12][C:10]([NH:9][C:5]3[C:4]([CH3:37])=[CH:3][C:2]([CH2:40][C:39]#[CH:38])=[CH:7][C:6]=3[CH3:8])=[O:11])=[CH:22][C:21]3[C:16](=[CH:17][CH:18]=[CH:19][CH:20]=3)[CH:15]=2)=[O:24])[C:27]([O:29][CH3:30])=[O:28])[CH2:36][CH2:35][CH2:34][CH2:33][CH2:32]1, predict the reactants needed to synthesize it. The reactants are: Br[C:2]1[CH:7]=[C:6]([CH3:8])[C:5]([NH:9][C:10]([NH:12][C:13]2[C:14]([C:23]([NH:25][C@@H:26]([CH:31]3[CH2:36][CH2:35][CH2:34][CH2:33][CH2:32]3)[C:27]([O:29][CH3:30])=[O:28])=[O:24])=[CH:15][C:16]3[C:21]([CH:22]=2)=[CH:20][CH:19]=[CH:18][CH:17]=3)=[O:11])=[C:4]([CH3:37])[CH:3]=1.[CH2:38]([Sn](CCCC)(CCCC)CC#C)[CH2:39][CH2:40]C. (5) Given the product [CH3:20][O:19][C:14]1[CH:15]=[CH:16][CH:17]=[CH:18][C:13]=1[CH:12]=[C:8]1[CH2:9][CH2:10][NH:6][C:7]1=[O:11], predict the reactants needed to synthesize it. The reactants are: [H-].[Na+].C([N:6]1[CH2:10][CH2:9][CH2:8][C:7]1=[O:11])(=O)C.[CH:12](=O)[C:13]1[C:14]([O:19][CH3:20])=[CH:15][CH:16]=[CH:17][CH:18]=1.Cl. (6) Given the product [CH3:1][O:2][CH2:3][CH2:4][O:5][CH2:6][O:7][CH2:8][CH2:9][CH2:10][C:11]1[CH:12]=[CH:13][C:14]([C:17]2[CH:22]=[C:21]([O:23][S:49]([C:48]([F:61])([F:60])[F:47])(=[O:51])=[O:50])[CH:20]=[C:19]([C:24]3[CH:25]=[CH:26][C:27]([CH2:30][CH2:31][CH2:32][O:33][CH2:34][O:35][CH2:36][CH2:37][O:38][CH3:39])=[CH:28][CH:29]=3)[CH:18]=2)=[CH:15][CH:16]=1, predict the reactants needed to synthesize it. The reactants are: [CH3:1][O:2][CH2:3][CH2:4][O:5][CH2:6][O:7][CH2:8][CH2:9][CH2:10][C:11]1[CH:16]=[CH:15][C:14]([C:17]2[CH:22]=[C:21]([OH:23])[CH:20]=[C:19]([C:24]3[CH:29]=[CH:28][C:27]([CH2:30][CH2:31][CH2:32][O:33][CH2:34][O:35][CH2:36][CH2:37][O:38][CH3:39])=[CH:26][CH:25]=3)[CH:18]=2)=[CH:13][CH:12]=1.C(N(CC)CC)C.[F:47][C:48]([F:61])([F:60])[S:49](O[S:49]([C:48]([F:61])([F:60])[F:47])(=[O:51])=[O:50])(=[O:51])=[O:50]. (7) The reactants are: Cl[C:2]1[C:11]2[C:6](=[CH:7][C:8]([O:14][CH2:15][CH2:16][CH2:17][N:18]3[CH2:22][CH2:21][CH2:20][CH2:19]3)=[C:9]([O:12][CH3:13])[CH:10]=2)[N:5]=[CH:4][N:3]=1.[CH3:23][C:24]1[NH:25][C:26]2[C:31]([C:32]=1[CH3:33])=[CH:30][C:29]([OH:34])=[CH:28][CH:27]=2.C(=O)([O-])[O-].[K+].[K+]. Given the product [CH3:23][C:24]1[NH:25][C:26]2[C:31]([C:32]=1[CH3:33])=[CH:30][C:29]([O:34][C:2]1[C:11]3[C:6](=[CH:7][C:8]([O:14][CH2:15][CH2:16][CH2:17][N:18]4[CH2:22][CH2:21][CH2:20][CH2:19]4)=[C:9]([O:12][CH3:13])[CH:10]=3)[N:5]=[CH:4][N:3]=1)=[CH:28][CH:27]=2, predict the reactants needed to synthesize it. (8) Given the product [Cl:25][C:26]1[N:31]=[C:30]([N:16]2[CH2:17][CH2:18][N:13]([C:4](=[N:3][C:1]#[N:2])[NH:5][C:6]3[CH:11]=[CH:10][CH:9]=[CH:8][C:7]=3[CH3:12])[CH2:14][CH:15]2[C:19]2[CH:24]=[CH:23][CH:22]=[CH:21][CH:20]=2)[CH:29]=[CH:28][N:27]=1, predict the reactants needed to synthesize it. The reactants are: [C:1]([N:3]=[C:4]([N:13]1[CH2:18][CH2:17][NH:16][CH:15]([C:19]2[CH:24]=[CH:23][CH:22]=[CH:21][CH:20]=2)[CH2:14]1)[NH:5][C:6]1[CH:11]=[CH:10][CH:9]=[CH:8][C:7]=1[CH3:12])#[N:2].[Cl:25][C:26]1[N:31]=[C:30](Cl)[CH:29]=[CH:28][N:27]=1.